This data is from Reaction yield outcomes from USPTO patents with 853,638 reactions. The task is: Predict the reaction yield, written as a fraction of the theoretical maximum amount of product (1.0 means a 100% yield; for example, 0.34 means a 34% yield). The reactants are [CH3:1][O:2][C:3]([NH:5][C@H:6]([C:10]([N:12]1[CH:16]([C:17]2[NH:18][CH:19]=[C:20]([C:22]3[CH:27]=[CH:26][C:25]([C:28]4[CH:33]=[CH:32][C:31]([C:34]5[N:35]=[C:36]([C@@H:39]6[CH2:43][CH2:42][CH2:41][N:40]6[C:44](=[O:54])[C@H:45]([CH:51]([CH3:53])[CH3:52])[NH:46][C:47]([O:49][CH3:50])=[O:48])[NH:37][CH:38]=5)=[CH:30][CH:29]=4)=[CH:24][CH:23]=3)[N:21]=2)[CH2:15][C:14]2([CH2:59][CH2:58][N:57](C(OC(C)(C)C)=O)[CH2:56][CH2:55]2)[CH2:13]1)=[O:11])[CH:7]([CH3:9])[CH3:8])=[O:4].FC(F)(F)C(O)=O. The catalyst is C(Cl)Cl. The product is [CH3:52][CH:51]([CH3:53])[C@H:45]([NH:46][C:47](=[O:48])[O:49][CH3:50])[C:44]([N:40]1[CH2:41][CH2:42][CH2:43][C@H:39]1[C:36]1[NH:37][CH:38]=[C:34]([C:31]2[CH:32]=[CH:33][C:28]([C:25]3[CH:24]=[CH:23][C:22]([C:20]4[N:21]=[C:17]([CH:16]5[CH2:15][C:14]6([CH2:55][CH2:56][NH:57][CH2:58][CH2:59]6)[CH2:13][N:12]5[C:10](=[O:11])[C@@H:6]([NH:5][C:3]([O:2][CH3:1])=[O:4])[CH:7]([CH3:8])[CH3:9])[NH:18][CH:19]=4)=[CH:27][CH:26]=3)=[CH:29][CH:30]=2)[N:35]=1)=[O:54]. The yield is 0.810.